This data is from Full USPTO retrosynthesis dataset with 1.9M reactions from patents (1976-2016). The task is: Predict the reactants needed to synthesize the given product. Given the product [S:15]1[CH:19]=[CH:18][CH:17]=[C:16]1[CH2:20][NH:21][C:12]([C:4]12[CH2:5][CH:6]3[CH2:7][CH:8]([CH2:9][C:2]([OH:1])([CH2:11]3)[CH2:3]1)[CH2:10]2)=[O:13], predict the reactants needed to synthesize it. The reactants are: [OH:1][C:2]12[CH2:11][CH:6]3[CH2:7][CH:8]([CH2:10][C:4]([C:12](O)=[O:13])([CH2:5]3)[CH2:3]1)[CH2:9]2.[S:15]1[CH:19]=[CH:18][CH:17]=[C:16]1[CH2:20][NH2:21].C(N(CC)CC)C.CCN=C=NCCCN(C)C.